This data is from Peptide-MHC class I binding affinity with 185,985 pairs from IEDB/IMGT. The task is: Regression. Given a peptide amino acid sequence and an MHC pseudo amino acid sequence, predict their binding affinity value. This is MHC class I binding data. (1) The peptide sequence is YQAFRTKVH. The MHC is HLA-B35:01 with pseudo-sequence HLA-B35:01. The binding affinity (normalized) is 0.0847. (2) The peptide sequence is TLTEYDDHI. The MHC is H-2-Kb with pseudo-sequence H-2-Kb. The binding affinity (normalized) is 0.245. (3) The peptide sequence is FAPDRVGAL. The binding affinity (normalized) is 0.303. The MHC is HLA-C06:02 with pseudo-sequence HLA-C06:02. (4) The peptide sequence is FTNMEVQLV. The binding affinity (normalized) is 0.400. The MHC is HLA-A01:01 with pseudo-sequence HLA-A01:01. (5) The peptide sequence is RRLTARGLP. The MHC is HLA-B27:05 with pseudo-sequence HLA-B27:05. The binding affinity (normalized) is 0.391.